This data is from Full USPTO retrosynthesis dataset with 1.9M reactions from patents (1976-2016). The task is: Predict the reactants needed to synthesize the given product. Given the product [C:1]([C:3]1[CH:4]=[C:5]2[C:9](=[CH:10][CH:11]=1)[NH:8][C:7](=[O:37])[CH:6]2[CH2:12][CH2:13][CH2:14][CH2:15][N:16]1[CH2:17][CH2:18][N:19]([C:22]2[CH:23]=[CH:24][C:25]3[O:29][C:28]([C:30]([NH2:32])=[O:31])=[CH:27][C:26]=3[CH:33]=2)[CH2:20][CH2:21]1)#[N:2], predict the reactants needed to synthesize it. The reactants are: [C:1]([C:3]1[CH:4]=[C:5]2[C:9](=[CH:10][CH:11]=1)[NH:8][CH:7]=[C:6]2[CH2:12][CH2:13][CH2:14][CH2:15][N:16]1[CH2:21][CH2:20][N:19]([C:22]2[CH:23]=[CH:24][C:25]3[O:29][C:28]([C:30]([NH2:32])=[O:31])=[CH:27][C:26]=3[CH:33]=2)[CH2:18][CH2:17]1)#[N:2].Cl.CC(C)=[O:37].